Task: Predict the product of the given reaction.. Dataset: Forward reaction prediction with 1.9M reactions from USPTO patents (1976-2016) (1) Given the reactants [CH2:1]([O:8][CH2:9][CH2:10]O)[C:2]1[CH:7]=[CH:6][CH:5]=[CH:4][CH:3]=1.C(C=P(C)(C)C)#N.[F:19][C:20]1[CH:21]=[C:22]2[C:26](=[CH:27][CH:28]=1)[NH:25][C:24]([C:29]([O:31][CH2:32][CH3:33])=[O:30])=[CH:23]2, predict the reaction product. The product is: [F:19][C:20]1[CH:21]=[C:22]2[C:26](=[CH:27][CH:28]=1)[N:25]([CH2:10][CH2:9][O:8][CH2:1][C:2]1[CH:3]=[CH:4][CH:5]=[CH:6][CH:7]=1)[C:24]([C:29]([O:31][CH2:32][CH3:33])=[O:30])=[CH:23]2. (2) Given the reactants C1(C(C2C=CC=CC=2)(C2C=CC=CC=2)[N:8]2[CH:12]=[C:11]([CH2:13][O:14][CH:15]3[CH2:20][CH2:19][NH:18][CH2:17][CH2:16]3)[N:10]=[CH:9]2)C=CC=CC=1.[Br:33][C:34]1[CH:41]=[CH:40][CH:39]=[CH:38][C:35]=1[CH:36]=O, predict the reaction product. The product is: [Br:33][C:34]1[CH:41]=[CH:40][CH:39]=[CH:38][C:35]=1[CH2:36][N:18]1[CH2:17][CH2:16][CH:15]([O:14][CH2:13][C:11]2[N:10]=[CH:9][NH:8][CH:12]=2)[CH2:20][CH2:19]1. (3) Given the reactants [Cl:1][C:2]1[CH:9]=[CH:8][CH:7]=[C:6]([C:10]2[CH:15]=[CH:14][N:13]=[CH:12][CH:11]=2)[C:3]=1[CH:4]=O.Cl.[NH2:17][OH:18], predict the reaction product. The product is: [Cl:1][C:2]1[CH:9]=[CH:8][CH:7]=[C:6]([C:10]2[CH:15]=[CH:14][N:13]=[CH:12][CH:11]=2)[C:3]=1[CH:4]=[N:17][OH:18].